From a dataset of Reaction yield outcomes from USPTO patents with 853,638 reactions. Predict the reaction yield, written as a fraction of the theoretical maximum amount of product (1.0 means a 100% yield; for example, 0.34 means a 34% yield). (1) The reactants are [Cl:1][C:2]1[CH:11]=[C:10]2[C:5]([CH2:6][CH2:7][NH:8][C:9]2=[O:12])=[CH:4][C:3]=1[O:13][CH3:14].I[C:16]1[CH:17]=[N:18][CH:19]=[CH:20][C:21]=1[CH3:22].P([O-])([O-])([O-])=O.[K+].[K+].[K+]. The catalyst is [Cu](I)I.O1CCOCC1. The product is [Cl:1][C:2]1[CH:11]=[C:10]2[C:5]([CH2:6][CH2:7][N:8]([C:16]3[CH:17]=[N:18][CH:19]=[CH:20][C:21]=3[CH3:22])[C:9]2=[O:12])=[CH:4][C:3]=1[O:13][CH3:14]. The yield is 0.524. (2) The reactants are [Si:1]([O:8][CH2:9][C:10]([NH:13][C:14]([C:16]1[C:20]2=[N:21][C:22]([C:25]3[C:33]4[C:28](=[CH:29][C:30]([F:34])=[CH:31][CH:32]=4)[NH:27][N:26]=3)=[CH:23][N:24]=[C:19]2[N:18]([C:35]([C:48]2[CH:53]=[CH:52][CH:51]=[CH:50][CH:49]=2)([C:42]2[CH:47]=[CH:46][CH:45]=[CH:44][CH:43]=2)[C:36]2[CH:41]=[CH:40][CH:39]=[CH:38][CH:37]=2)[CH:17]=1)=[O:15])([CH3:12])[CH3:11])([C:4]([CH3:7])([CH3:6])[CH3:5])([CH3:3])[CH3:2].Cl[CH2:55][CH2:56][CH2:57][S:58]([CH3:61])(=[O:60])=[O:59].C([O-])([O-])=O.[K+].[K+].O. The catalyst is CN(C=O)C. The product is [Si:1]([O:8][CH2:9][C:10]([NH:13][C:14]([C:16]1[C:20]2=[N:21][C:22]([C:25]3[C:33]4[C:28](=[CH:29][C:30]([F:34])=[CH:31][CH:32]=4)[N:27]([CH2:55][CH2:56][CH2:57][S:58]([CH3:61])(=[O:60])=[O:59])[N:26]=3)=[CH:23][N:24]=[C:19]2[N:18]([C:35]([C:36]2[CH:37]=[CH:38][CH:39]=[CH:40][CH:41]=2)([C:42]2[CH:43]=[CH:44][CH:45]=[CH:46][CH:47]=2)[C:48]2[CH:49]=[CH:50][CH:51]=[CH:52][CH:53]=2)[CH:17]=1)=[O:15])([CH3:11])[CH3:12])([C:4]([CH3:6])([CH3:7])[CH3:5])([CH3:2])[CH3:3]. The yield is 0.760. (3) The product is [CH3:22][O:23][C:24]([C:26]1[CH:27]=[C:28]([Br:35])[CH:29]=[C:30]2[C:34]=1[NH:33][CH:32]=[C:31]2[CH:6]1[CH2:5][CH2:4][S:3][C:2]([CH3:9])([CH3:1])[CH2:7]1)=[O:25]. The catalyst is C(Cl)Cl. The yield is 0.520. The reactants are [CH3:1][C:2]1([CH3:9])[CH2:7][C:6](=O)[CH2:5][CH2:4][S:3]1.[Si](OS(C(F)(F)F)(=O)=O)(C)(C)C.[CH3:22][O:23][C:24]([C:26]1[CH:27]=[C:28]([Br:35])[CH:29]=[C:30]2[C:34]=1[NH:33][CH:32]=[CH:31]2)=[O:25].[SiH](CC)(CC)CC. (4) The reactants are C1(P(C2C=CC=CC=2)C2C=CC=CC=2)C=CC=CC=1.BrN1C(=O)CCC1=O.[CH:28]1([CH2:34][CH:35]([C:39]2[CH:44]=[CH:43][C:42]([S:45]([CH3:48])(=[O:47])=[O:46])=[C:41]([C:49]([F:52])([F:51])[F:50])[CH:40]=2)[C:36]([OH:38])=O)[CH2:33][CH2:32][CH2:31][CH2:30][CH2:29]1.[NH2:53][C:54]1[S:55][CH:56]=[CH:57][N:58]=1. The catalyst is C(Cl)Cl. The product is [CH:28]1([CH2:34][CH:35]([C:39]2[CH:44]=[CH:43][C:42]([S:45]([CH3:48])(=[O:46])=[O:47])=[C:41]([C:49]([F:51])([F:52])[F:50])[CH:40]=2)[C:36]([NH:53][C:54]2[S:55][CH:56]=[CH:57][N:58]=2)=[O:38])[CH2:33][CH2:32][CH2:31][CH2:30][CH2:29]1. The yield is 0.290. (5) The reactants are [CH2:1]([N:3]([CH2:38][CH3:39])[CH2:4][CH2:5][CH2:6][NH:7][C:8]1[N:9]=[C:10]([C:27]2[CH:28]=[C:29]([CH:33]=[C:34]([F:37])[C:35]=2[CH3:36])[C:30]([OH:32])=O)[C:11]2[CH:17]=[CH:16][C:15](=[O:18])[N:14]([C:19]3[C:24]([F:25])=[CH:23][CH:22]=[CH:21][C:20]=3[F:26])[C:12]=2[N:13]=1)[CH3:2].CN(C(ON1N=NC2C=CC=CC1=2)=[N+](C)C)C.F[P-](F)(F)(F)(F)F.C(N(CC)CC)C.[CH:71]1[N:75]=[C:74]([NH2:76])[S:73][CH:72]=1. The catalyst is CN(C=O)C. The product is [CH2:38]([N:3]([CH2:1][CH3:2])[CH2:4][CH2:5][CH2:6][NH:7][C:8]1[N:9]=[C:10]([C:27]2[CH:28]=[C:29]([CH:33]=[C:34]([F:37])[C:35]=2[CH3:36])[C:30]([NH:76][C:74]2[S:73][CH:72]=[CH:71][N:75]=2)=[O:32])[C:11]2[CH:17]=[CH:16][C:15](=[O:18])[N:14]([C:19]3[C:20]([F:26])=[CH:21][CH:22]=[CH:23][C:24]=3[F:25])[C:12]=2[N:13]=1)[CH3:39]. The yield is 0.460. (6) The reactants are [CH2:1]([O:8][C:9](=[O:29])[NH:10][CH2:11][CH:12]([NH2:28])[C:13]1[CH:18]=[CH:17][C:16]([C:19](=[O:27])[NH:20][C:21]2[CH:26]=[CH:25][N:24]=[CH:23][CH:22]=2)=[CH:15][CH:14]=1)[C:2]1[CH:7]=[CH:6][CH:5]=[CH:4][CH:3]=1.CCN(C(C)C)C(C)C.[O:39](C(OC(C)(C)C)=O)[C:40]([O:42][C:43]([CH3:46])([CH3:45])[CH3:44])=O. The catalyst is C(#N)C. The product is [C:43]([O:42][C:40](=[O:39])[NH:28][CH:12]([C:13]1[CH:18]=[CH:17][C:16]([C:19](=[O:27])[NH:20][C:21]2[CH:26]=[CH:25][N:24]=[CH:23][CH:22]=2)=[CH:15][CH:14]=1)[CH2:11][NH:10][C:9]([O:8][CH2:1][C:2]1[CH:7]=[CH:6][CH:5]=[CH:4][CH:3]=1)=[O:29])([CH3:46])([CH3:45])[CH3:44]. The yield is 0.600. (7) The reactants are [N:1]([CH2:4][CH:5]1[NH:10][C:9]2[C:11](Br)=[CH:12][C:13]([F:15])=[CH:14][C:8]=2[O:7][CH2:6]1)=[N+:2]=[N-:3].[Cl:17][C:18]1[CH:23]=[CH:22][CH:21]=[CH:20][C:19]=1B(O)O. No catalyst specified. The product is [N:1]([CH2:4][CH:5]1[NH:10][C:9]2[C:11]([C:19]3[CH:20]=[CH:21][CH:22]=[CH:23][C:18]=3[Cl:17])=[CH:12][C:13]([F:15])=[CH:14][C:8]=2[O:7][CH2:6]1)=[N+:2]=[N-:3]. The yield is 0.630.